This data is from Forward reaction prediction with 1.9M reactions from USPTO patents (1976-2016). The task is: Predict the product of the given reaction. (1) The product is: [CH2:32]([O:34][C:35](=[O:55])[CH2:36][C:37]1([C:40]2[CH:45]=[CH:44][C:43]([C:2]3[CH:3]=[CH:4][C:5]([C:8]4[O:12][N:11]=[C:10]([CH3:13])[C:9]=4[CH:14]([O:24][Si:25]([C:28]([CH3:30])([CH3:29])[CH3:31])([CH3:27])[CH3:26])[CH2:15][CH2:16][CH2:17][C:18]4[CH:23]=[CH:22][CH:21]=[CH:20][CH:19]=4)=[CH:6][CH:7]=3)=[CH:42][CH:41]=2)[CH2:39][CH2:38]1)[CH3:33]. Given the reactants Br[C:2]1[CH:7]=[CH:6][C:5]([C:8]2[O:12][N:11]=[C:10]([CH3:13])[C:9]=2[CH:14]([O:24][Si:25]([C:28]([CH3:31])([CH3:30])[CH3:29])([CH3:27])[CH3:26])[CH2:15][CH2:16][CH2:17][C:18]2[CH:23]=[CH:22][CH:21]=[CH:20][CH:19]=2)=[CH:4][CH:3]=1.[CH2:32]([O:34][C:35](=[O:55])[CH2:36][C:37]1([C:40]2[CH:45]=[CH:44][C:43](B3OC(C)(C)C(C)(C)O3)=[CH:42][CH:41]=2)[CH2:39][CH2:38]1)[CH3:33], predict the reaction product. (2) Given the reactants [NH2:1][C:2]1[CH:3]=[C:4]2[C:8](=[CH:9][CH:10]=1)[N:7]([CH3:11])[C:6](=[O:12])[C:5]12[CH2:15][CH2:14][CH2:13]1.[CH3:16][C:17]1[CH:22]=[CH:21][C:20]([CH2:23][S:24](Cl)(=[O:26])=[O:25])=[CH:19][CH:18]=1.N1C=CC=CC=1.CS(C)=O, predict the reaction product. The product is: [CH3:11][N:7]1[C:8]2[C:4](=[CH:3][C:2]([NH:1][S:24]([CH2:23][C:20]3[CH:21]=[CH:22][C:17]([CH3:16])=[CH:18][CH:19]=3)(=[O:26])=[O:25])=[CH:10][CH:9]=2)[C:5]2([CH2:13][CH2:14][CH2:15]2)[C:6]1=[O:12]. (3) The product is: [CH3:9][O:8][C:5]1[CH:6]=[CH:7][C:2]([N:16]2[CH2:15][CH2:14][N:13]([C:19]([O:21][C:22]([CH3:25])([CH3:24])[CH3:23])=[O:20])[CH2:18][CH2:17]2)=[CH:3][C:4]=1[N+:10]([O-:12])=[O:11]. Given the reactants Br[C:2]1[CH:7]=[CH:6][C:5]([O:8][CH3:9])=[C:4]([N+:10]([O-:12])=[O:11])[CH:3]=1.[N:13]1([C:19]([O:21][C:22]([CH3:25])([CH3:24])[CH3:23])=[O:20])[CH2:18][CH2:17][NH:16][CH2:15][CH2:14]1.C1(P(C2C=CC=CC=2)C2C=CC3C(=CC=CC=3)C=2C2C3C(=CC=CC=3)C=CC=2P(C2C=CC=CC=2)C2C=CC=CC=2)C=CC=CC=1.C(=O)([O-])[O-].[Cs+].[Cs+], predict the reaction product.